The task is: Predict the reaction yield, written as a fraction of the theoretical maximum amount of product (1.0 means a 100% yield; for example, 0.34 means a 34% yield).. This data is from Reaction yield outcomes from USPTO patents with 853,638 reactions. (1) The reactants are [C:1]([C:3]1[CH:8]=[CH:7][C:6]([N:9]2[C:13](=[O:14])[C:12]([CH3:16])([CH3:15])[N:11]([CH2:17][CH2:18][CH2:19][C:20](O)=[O:21])[C:10]2=[S:23])=[CH:5][C:4]=1[C:24]([F:27])([F:26])[F:25])#[N:2].C(Cl)CCl.C1C=CC2N(O)N=NC=2C=1.[C:42]12([CH2:52][CH2:53][O:54][CH2:55][CH2:56][O:57][CH2:58][CH2:59][NH2:60])[CH2:51][CH:46]3[CH2:47][CH:48]([CH2:50][CH:44]([CH2:45]3)[CH2:43]1)[CH2:49]2. The catalyst is C(Cl)Cl. The product is [C:42]12([CH2:52][CH2:53][O:54][CH2:55][CH2:56][O:57][CH2:58][CH2:59][NH:60][C:20](=[O:21])[CH2:19][CH2:18][CH2:17][N:11]3[C:12]([CH3:15])([CH3:16])[C:13](=[O:14])[N:9]([C:6]4[CH:7]=[CH:8][C:3]([C:1]#[N:2])=[C:4]([C:24]([F:25])([F:26])[F:27])[CH:5]=4)[C:10]3=[S:23])[CH2:51][CH:46]3[CH2:45][CH:44]([CH2:50][CH:48]([CH2:47]3)[CH2:49]1)[CH2:43]2. The yield is 0.400. (2) The reactants are Cl.[NH2:2][CH2:3][CH2:4][C:5]([NH:14][C:15]([O:17][C:18]([CH3:21])([CH3:20])[CH3:19])=[O:16])([CH3:13])[C:6]([O:8][C:9]([CH3:12])([CH3:11])[CH3:10])=[O:7].[N:22]#[C:23]Br.CC([O-])=O.[Na+]. The catalyst is CO. The product is [C:18]([O:17][C:15]([NH:14][C:5]([CH3:13])([CH2:4][CH2:3][NH:2][C:23]#[N:22])[C:6]([O:8][C:9]([CH3:11])([CH3:12])[CH3:10])=[O:7])=[O:16])([CH3:21])([CH3:20])[CH3:19]. The yield is 0.990. (3) The reactants are C(O)(=O)C.[OH-].[Na+].[NH2:7][C:8]1[C:17]([CH3:18])=[CH:16][CH:15]=[CH:14][C:9]=1[C:10]([NH:12][CH3:13])=[O:11].[Br:19]Br. The catalyst is O. The product is [NH2:7][C:8]1[C:17]([CH3:18])=[CH:16][C:15]([Br:19])=[CH:14][C:9]=1[C:10]([NH:12][CH3:13])=[O:11]. The yield is 0.897. (4) The reactants are [H-].[Al+3].[Li+].[H-].[H-].[H-].C(O)C.[Si:10]([O:17][C@@H:18]([CH3:51])[CH2:19][CH2:20][CH2:21][C:22](=[O:50])/[CH:23]=[CH:24]/[C@H:25]1[C@H:29]([O:30][CH:31]2[CH2:36][CH2:35][CH2:34][CH2:33][O:32]2)[CH2:28][C@@H:27]([Cl:37])[C@@H:26]1[CH2:38][CH2:39][CH2:40][C:41]1[S:45][C:44]([C:46]([O:48][CH3:49])=[O:47])=[CH:43][CH:42]=1)([C:13]([CH3:16])([CH3:15])[CH3:14])([CH3:12])[CH3:11]. The catalyst is C1COCC1. The product is [Si:10]([O:17][C@@H:18]([CH3:51])[CH2:19][CH2:20][CH2:21][C@H:22]([OH:50])/[CH:23]=[CH:24]/[C@H:25]1[C@H:29]([O:30][CH:31]2[CH2:36][CH2:35][CH2:34][CH2:33][O:32]2)[CH2:28][C@@H:27]([Cl:37])[C@@H:26]1[CH2:38][CH2:39][CH2:40][C:41]1[S:45][C:44]([C:46]([O:48][CH3:49])=[O:47])=[CH:43][CH:42]=1)([C:13]([CH3:16])([CH3:15])[CH3:14])([CH3:12])[CH3:11]. The yield is 0.750.